Task: Predict the reaction yield, written as a fraction of the theoretical maximum amount of product (1.0 means a 100% yield; for example, 0.34 means a 34% yield).. Dataset: Reaction yield outcomes from USPTO patents with 853,638 reactions (1) The reactants are CC(C)([O-])C.[K+].[CH3:7][N:8]1[CH2:20][CH2:19][C:11]2[NH:12][C:13]3[CH:14]=[CH:15][CH:16]=[CH:17][C:18]=3[C:10]=2[CH2:9]1.[CH3:21][O:22][C:23](=[O:32])[C:24]1[CH:29]=[CH:28][C:27]([CH2:30]Br)=[CH:26][CH:25]=1. The catalyst is CN(C=O)C.[I-].[K+]. The product is [CH3:21][O:22][C:23](=[O:32])[C:24]1[CH:29]=[CH:28][C:27]([CH2:30][N:12]2[C:13]3[CH:14]=[CH:15][CH:16]=[CH:17][C:18]=3[C:10]3[CH2:9][N:8]([CH3:7])[CH2:20][CH2:19][C:11]2=3)=[CH:26][CH:25]=1. The yield is 0.610. (2) The catalyst is O1CCCC1. The product is [N+:8]([C:3]1[CH:4]=[N:5][CH:6]=[CH:7][C:2]=1[N:11]1[CH2:16][CH2:15][CH2:14][CH2:13][CH2:12]1)([O-:10])=[O:9]. The reactants are Cl[C:2]1[CH:7]=[CH:6][N:5]=[CH:4][C:3]=1[N+:8]([O-:10])=[O:9].[NH:11]1[CH2:16][CH2:15][CH2:14][CH2:13][CH2:12]1.CCN(CC)CC. The yield is 0.760. (3) The reactants are C(N)CCC.NO.Cl.[CH:9]#[C:10][C@@H:11]([OH:21])[CH2:12][CH2:13][CH2:14][CH2:15][CH2:16][CH2:17][CH2:18][CH2:19][CH3:20].[C:22]([O:25][C@@H:26]([C:29]#[C:30]Br)[CH:27]=[CH2:28])(=[O:24])[CH3:23]. The catalyst is O.C(Cl)Cl.[Cu]Cl. The product is [C:22]([O:25][C@@H:26]([C:29]#[C:30][C:9]#[C:10][C@@H:11]([OH:21])[CH2:12][CH2:13][CH2:14][CH2:15][CH2:16][CH2:17][CH2:18][CH2:19][CH3:20])[CH:27]=[CH2:28])(=[O:24])[CH3:23]. The yield is 0.715. (4) The reactants are [N+:1]([C:4]1[CH:5]=[C:6]2[C:14](=[CH:15][CH:16]=1)[NH:13][C:12]1[CH2:11][CH2:10][CH2:9][CH2:8][C:7]2=1)([O-])=O.C(O)C.O.O.[Sn](Cl)Cl. The catalyst is C(=O)(O)[O-].[Na+]. The product is [CH2:11]1[C:12]2[NH:13][C:14]3[C:6](=[CH:5][C:4]([NH2:1])=[CH:16][CH:15]=3)[C:7]=2[CH2:8][CH2:9][CH2:10]1. The yield is 0.950. (5) The reactants are Cl[C:2]1[CH:7]=[N:6][C:5]([CH3:8])=[CH:4][N:3]=1.[NH2:9][C@H:10]1[C:19]2[C:14](=[CH:15][CH:16]=[C:17]([C:20]3[CH2:21][CH2:22][O:23][CH2:24][CH:25]=3)[CH:18]=2)[N:13]([C:26](=[O:28])[CH3:27])[C@@H:12]([CH:29]2[CH2:31][CH2:30]2)[C@@H:11]1[CH3:32].CC(C)([O-])C.[Na+].CN(C1C(C2C(P(C3CCCCC3)C3CCCCC3)=CC=CC=2)=CC=CC=1)C. The catalyst is O1CCOCC1.C1C=CC(/C=C/C(/C=C/C2C=CC=CC=2)=O)=CC=1.C1C=CC(/C=C/C(/C=C/C2C=CC=CC=2)=O)=CC=1.C1C=CC(/C=C/C(/C=C/C2C=CC=CC=2)=O)=CC=1.[Pd].[Pd]. The product is [CH:29]1([C@H:12]2[C@H:11]([CH3:32])[C@@H:10]([NH:9][C:2]3[CH:7]=[N:6][C:5]([CH3:8])=[CH:4][N:3]=3)[C:19]3[C:14](=[CH:15][CH:16]=[C:17]([C:20]4[CH2:21][CH2:22][O:23][CH2:24][CH:25]=4)[CH:18]=3)[N:13]2[C:26](=[O:28])[CH3:27])[CH2:31][CH2:30]1. The yield is 0.359.